This data is from Full USPTO retrosynthesis dataset with 1.9M reactions from patents (1976-2016). The task is: Predict the reactants needed to synthesize the given product. (1) Given the product [ClH:1].[ClH:1].[Cl:1][C:2]1[CH:10]=[C:9]([F:11])[CH:8]=[CH:7][C:3]=1[C:4]([NH:26][C:24]1[CH:23]=[CH:22][CH:21]=[C:20]([C:17]2[CH2:18][CH2:19][CH:14]([N:13]([CH3:27])[CH3:12])[CH2:15][CH:16]=2)[N:25]=1)=[O:5], predict the reactants needed to synthesize it. The reactants are: [Cl:1][C:2]1[CH:10]=[C:9]([F:11])[CH:8]=[CH:7][C:3]=1[C:4](Cl)=[O:5].[CH3:12][N:13]([CH3:27])[CH:14]1[CH2:19][CH2:18][C:17]([C:20]2[N:25]=[C:24]([NH2:26])[CH:23]=[CH:22][CH:21]=2)=[CH:16][CH2:15]1. (2) Given the product [CH:15]([O:1][C:2]1[C:10]2[O:9][CH2:8][O:7][C:6]=2[CH:5]=[CH:4][C:3]=1[C:11](=[O:13])[CH3:12])([CH3:17])[CH3:16], predict the reactants needed to synthesize it. The reactants are: [OH:1][C:2]1[C:10]2[O:9][CH2:8][O:7][C:6]=2[CH:5]=[CH:4][C:3]=1[C:11](=[O:13])[CH3:12].I[CH:15]([CH3:17])[CH3:16].C(=O)([O-])[O-].[K+].[K+].Cl. (3) Given the product [CH2:31]([O:35][C:36]1[CH:41]=[CH:40][C:39]([S:42]([N:9]2[CH2:8][C:7]3[C:11](=[C:12]([O:15][CH2:16][CH2:17][C:18]4[N:19]=[C:20]([C:24]5[CH:29]=[CH:28][CH:27]=[CH:26][CH:25]=5)[O:21][C:22]=4[CH3:23])[CH:13]=[CH:14][C:6]=3[CH2:5][CH2:4][C:3]([OH:2])=[O:30])[CH2:10]2)(=[O:44])=[O:43])=[CH:38][CH:37]=1)[CH2:32][CH2:33][CH3:34], predict the reactants needed to synthesize it. The reactants are: C[O:2][C:3](=[O:30])[CH2:4][CH2:5][C:6]1[CH:14]=[CH:13][C:12]([O:15][CH2:16][CH2:17][C:18]2[N:19]=[C:20]([C:24]3[CH:29]=[CH:28][CH:27]=[CH:26][CH:25]=3)[O:21][C:22]=2[CH3:23])=[C:11]2[C:7]=1[CH2:8][NH:9][CH2:10]2.[CH2:31]([O:35][C:36]1[CH:41]=[CH:40][C:39]([S:42](Cl)(=[O:44])=[O:43])=[CH:38][CH:37]=1)[CH2:32][CH2:33][CH3:34]. (4) Given the product [OH2:8].[CH3:16][C:4]1[CH:5]=[C:6]([O:8][CH2:9][CH2:10][CH2:11][S:12]([CH3:15])(=[O:14])=[O:13])[CH:7]=[C:2]([CH3:1])[C:3]=1[C:17]1[CH:22]=[CH:21][CH:20]=[C:19]([CH2:23][O:24][C:25]2[CH:37]=[CH:36][C:28]3[C@H:29]([CH2:32][C:33]([OH:35])=[O:34])[CH2:30][O:31][C:27]=3[CH:26]=2)[CH:18]=1, predict the reactants needed to synthesize it. The reactants are: [CH3:1][C:2]1[CH:7]=[C:6]([O:8][CH2:9][CH2:10][CH2:11][S:12]([CH3:15])(=[O:14])=[O:13])[CH:5]=[C:4]([CH3:16])[C:3]=1[C:17]1[CH:22]=[CH:21][CH:20]=[C:19]([CH2:23][O:24][C:25]2[CH:37]=[CH:36][C:28]3[C@H:29]([CH2:32][C:33]([OH:35])=[O:34])[CH2:30][O:31][C:27]=3[CH:26]=2)[CH:18]=1.O. (5) Given the product [Br:18][C:15]1[CH:16]=[CH:17][C:12]([C:10]([OH:9])=[O:11])=[N:13][C:14]=1[O:7][CH2:6][CH2:5][O:4][CH3:3], predict the reactants needed to synthesize it. The reactants are: [H-].[Na+].[CH3:3][O:4][CH2:5][CH2:6][OH:7].C[O:9][C:10]([C:12]1[CH:17]=[CH:16][C:15]([Br:18])=[C:14](Cl)[N:13]=1)=[O:11].